From a dataset of Reaction yield outcomes from USPTO patents with 853,638 reactions. Predict the reaction yield, written as a fraction of the theoretical maximum amount of product (1.0 means a 100% yield; for example, 0.34 means a 34% yield). (1) The reactants are [NH:1]=[C:2]1[CH:11]([C:12](=[O:19])[C:13]2[CH:18]=[CH:17][CH:16]=[CH:15][CH:14]=2)[CH:10]([C:20]2[CH:25]=[C:24]3[O:26][CH2:27][O:28][C:23]3=[C:22]([O:29][CH3:30])[CH:21]=2)[C:9]2[C:4](=[CH:5][C:6]([N:31]([CH3:33])[CH3:32])=[CH:7][CH:8]=2)[O:3]1.C(N(CC)CC)C. The catalyst is C(O)C. The product is [NH2:1][C:2]1[O:3][C:4]2[C:9]([CH:10]([C:20]3[CH:25]=[C:24]4[O:26][CH2:27][O:28][C:23]4=[C:22]([O:29][CH3:30])[CH:21]=3)[C:11]=1[C:12](=[O:19])[C:13]1[CH:14]=[CH:15][CH:16]=[CH:17][CH:18]=1)=[CH:8][CH:7]=[C:6]([N:31]([CH3:32])[CH3:33])[CH:5]=2. The yield is 0.720. (2) The reactants are [NH2:1][C:2]1[N:7]=[C:6]([Cl:8])[C:5]([NH2:9])=[C:4](Cl)[N:3]=1.N.[OH-].[Na+].FC1C=CC2N=C[N:20](C3N=C4C(NC(=O)N4C4CCOCC4)=C(C(N4CCCCC4)=O)N=3)C=2C=1. The catalyst is O. The product is [ClH:8].[Cl:8][C:6]1[N:7]=[C:2]([NH2:1])[N:3]=[C:4]([NH2:20])[C:5]=1[NH2:9]. The yield is 0.870. (3) The reactants are [Br:1][C:2]1[CH:6]=[N:5][N:4]([CH3:7])[C:3]=1[C:8]1[CH:9]=[C:10]([NH2:16])[CH:11]=[CH:12][C:13]=1[O:14][CH3:15].[F:17][C:18]1[CH:19]=[C:20]([N:25]=[C:26]=[O:27])[CH:21]=[C:22]([F:24])[CH:23]=1. The catalyst is C(Cl)Cl. The product is [Br:1][C:2]1[CH:6]=[N:5][N:4]([CH3:7])[C:3]=1[C:8]1[CH:9]=[C:10]([NH:16][C:26]([NH:25][C:20]2[CH:21]=[C:22]([F:24])[CH:23]=[C:18]([F:17])[CH:19]=2)=[O:27])[CH:11]=[CH:12][C:13]=1[O:14][CH3:15]. The yield is 0.770. (4) The reactants are [H-].[Na+].[NH:3]1[CH:7]=[CH:6][CH:5]=[N:4]1.[Br:8][C:9]1[C:10]([CH3:23])=[C:11]([CH3:22])[C:12]2[O:16][C:15]([CH2:18]I)([CH3:17])[CH2:14][C:13]=2[C:20]=1[CH3:21].[Cl-].[NH4+]. The catalyst is C(OCC)(=O)C.CN(C=O)C. The product is [Br:8][C:9]1[C:10]([CH3:23])=[C:11]([CH3:22])[C:12]2[O:16][C:15]([CH2:17][N:3]3[CH:7]=[CH:6][CH:5]=[N:4]3)([CH3:18])[CH2:14][C:13]=2[C:20]=1[CH3:21]. The yield is 0.710. (5) The reactants are CO[C:3]1[CH:4]=[C:5]([CH2:11][C:12]([C:14]2[CH:19]=C[CH:17]=[CH:16][CH:15]=2)=[O:13])[CH:6]=[CH:7][C:8]=1OC.CO[N:22](C)C(=O)C1C=CC=NC=1.C([Mg]Cl)C1C=CC=CC=1. No catalyst specified. The product is [C:5]1([CH2:11][C:12]([C:14]2[CH:19]=[N:22][CH:17]=[CH:16][CH:15]=2)=[O:13])[CH:6]=[CH:7][CH:8]=[CH:3][CH:4]=1. The yield is 0.190. (6) The reactants are Br[C:2]1[CH:7]=[C:6]([C:8]([CH3:11])([CH3:10])[CH3:9])[C:5]([N+:12]([O-:14])=[O:13])=[CH:4][C:3]=1[NH2:15].CCN(CC)CC.[CH3:23][Si:24]([C:27]#[CH:28])([CH3:26])[CH3:25]. The catalyst is C1(C)C=CC=CC=1.O.Cl[Pd](Cl)([P](C1C=CC=CC=1)(C1C=CC=CC=1)C1C=CC=CC=1)[P](C1C=CC=CC=1)(C1C=CC=CC=1)C1C=CC=CC=1.[Cu]I. The product is [C:8]([C:6]1[C:5]([N+:12]([O-:14])=[O:13])=[CH:4][C:3]([NH:15][C:28]#[C:27][Si:24]([CH3:26])([CH3:25])[CH3:23])=[CH:2][CH:7]=1)([CH3:11])([CH3:10])[CH3:9]. The yield is 0.810. (7) The reactants are [CH2:1]([CH:8]1[C:14](=[O:15])[CH2:13][CH:12]2[CH2:16][CH:9]1[CH2:10][CH2:11]2)[C:2]1[CH:7]=[CH:6][CH:5]=[CH:4][N:3]=1.CC([O-])(C)C.[K+].C1COCC1.[N:28](OCCC(C)C)=[O:29].Cl. The catalyst is C1COCC1. The product is [CH2:1]([CH:8]1[C:14](=[O:15])[C:13](=[N:28][OH:29])[CH:12]2[CH2:16][CH:9]1[CH2:10][CH2:11]2)[C:2]1[CH:7]=[CH:6][CH:5]=[CH:4][N:3]=1. The yield is 0.410.